Dataset: Full USPTO retrosynthesis dataset with 1.9M reactions from patents (1976-2016). Task: Predict the reactants needed to synthesize the given product. (1) Given the product [C:6]([O:10][C:11]([NH:12][C:13](=[NH:14])[C:15]1[S:16][C:17]([S:38][CH3:39])=[C:18]([S:20]([C:23]2[CH:24]=[C:25]([C:29]3[C:34]([CH3:35])=[CH:33][CH:32]=[CH:31][C:30]=3[CH2:36][O:37][S:2]([CH3:1])(=[O:4])=[O:3])[CH:26]=[CH:27][CH:28]=2)(=[O:22])=[O:21])[CH:19]=1)=[O:40])([CH3:8])([CH3:9])[CH3:7], predict the reactants needed to synthesize it. The reactants are: [CH3:1][S:2](Cl)(=[O:4])=[O:3].[C:6]([O:10][C:11](=[O:40])[NH:12][C:13]([C:15]1[S:16][C:17]([S:38][CH3:39])=[C:18]([S:20]([C:23]2[CH:24]=[C:25]([C:29]3[C:34]([CH3:35])=[CH:33][CH:32]=[CH:31][C:30]=3[CH2:36][OH:37])[CH:26]=[CH:27][CH:28]=2)(=[O:22])=[O:21])[CH:19]=1)=[NH:14])([CH3:9])([CH3:8])[CH3:7].C(N(CC)CC)C.CCOC(C)=O. (2) Given the product [OH:26][CH2:25][N:18]1[C:19]2[C:24](=[CH:23][CH:22]=[CH:21][CH:20]=2)[C:16](=[C:13]2[C:14]3[C:10](=[CH:9][CH:8]=[C:7]([NH:6][CH3:5])[CH:15]=3)[CH2:11][O:12]2)[C:17]1=[O:27], predict the reactants needed to synthesize it. The reactants are: COC1C=C(OC)C=CC=1[CH2:5][N:6](C)[C:7]1[CH:15]=[C:14]2[C:10]([CH2:11][O:12][C:13]2=[C:16]2[C:24]3[C:19](=[CH:20][CH:21]=[CH:22][CH:23]=3)[N:18]([CH2:25][OH:26])[C:17]2=[O:27])=[CH:9][CH:8]=1. (3) Given the product [C:53]([O:52][C:50](=[O:51])[NH:49][C:46]([C:45](=[O:57])[NH:44][C@H:40]([CH2:39][O:38][CH2:31][C:32]1[CH:37]=[CH:36][CH:35]=[CH:34][CH:33]=1)[C:6]([N:8]1[CH2:13][CH2:12][N:11]2[C:14](=[O:23])[N:15]([CH2:18][C:19]([F:20])([F:21])[F:22])[C:16](=[O:17])[C@:10]2([CH2:24][C:25]2[CH:30]=[CH:29][CH:28]=[CH:27][N:26]=2)[CH2:9]1)=[O:7])([CH3:48])[CH3:47])([CH3:54])([CH3:55])[CH3:56], predict the reactants needed to synthesize it. The reactants are: C(O[C:6]([N:8]1[CH2:13][CH2:12][N:11]2[C:14](=[O:23])[N:15]([CH2:18][C:19]([F:22])([F:21])[F:20])[C:16](=[O:17])[C@:10]2([CH2:24][C:25]2[CH:30]=[CH:29][CH:28]=[CH:27][N:26]=2)[CH2:9]1)=[O:7])(C)(C)C.[CH2:31]([O:38][CH2:39][CH:40]([NH:44][C:45](=[O:57])[C:46]([NH:49][C:50]([O:52][C:53]([CH3:56])([CH3:55])[CH3:54])=[O:51])([CH3:48])[CH3:47])C(O)=O)[C:32]1[CH:37]=[CH:36][CH:35]=[CH:34][CH:33]=1.CCCP1(OP(CCC)(=O)OP(CCC)(=O)O1)=O.